Task: Predict the reactants needed to synthesize the given product.. Dataset: Full USPTO retrosynthesis dataset with 1.9M reactions from patents (1976-2016) (1) Given the product [N:1]1[CH:6]=[CH:5][CH:4]=[C:3]([NH:7][C:8]([C:10]2[CH:18]=[C:17]3[C:13]([CH:14]=[C:15]4[C:22](=[N:25][OH:26])[CH2:21][CH2:20][CH2:19][N:16]43)=[CH:12][CH:11]=2)=[O:9])[CH:2]=1, predict the reactants needed to synthesize it. The reactants are: [N:1]1[CH:6]=[CH:5][CH:4]=[C:3]([NH:7][C:8]([C:10]2[CH:18]=[C:17]3[C:13]([CH:14]=[C:15]4[C:22](=O)[CH2:21][CH2:20][CH2:19][N:16]43)=[CH:12][CH:11]=2)=[O:9])[CH:2]=1.Cl.[NH2:25][OH:26].N1C=CC=CC=1. (2) The reactants are: F[C:2](F)([O:12]C)[CH:3]([C:8]([F:11])(F)F)[C:4]([F:7])([F:6])[F:5].CN(C)C.[F:19][C:20]1[CH:39]=[CH:38][CH:37]=[CH:36][C:21]=1[CH2:22][N:23]1[C:27]([C:28]2[CH:32]=[CH:31][O:30][N:29]=2)=[CH:26][C:25]([C:33](=[NH:35])[NH2:34])=[N:24]1. Given the product [F:11][C:8]1[N:34]=[C:33]([C:25]2[CH:26]=[C:27]([C:28]3[CH:32]=[CH:31][O:30][N:29]=3)[N:23]([CH2:22][C:21]3[CH:36]=[CH:37][CH:38]=[CH:39][C:20]=3[F:19])[N:24]=2)[NH:35][C:2](=[O:12])[C:3]=1[C:4]([F:5])([F:6])[F:7], predict the reactants needed to synthesize it.